Dataset: Forward reaction prediction with 1.9M reactions from USPTO patents (1976-2016). Task: Predict the product of the given reaction. Given the reactants CCN(C(C)C)C(C)C.[F:10][C:11]1[CH:25]=[C:24]2[C:14]([C:15]([OH:32])=[C:16]([C:27](OCC)=[O:28])[C:17](=[O:26])[C:18]32[CH2:23][CH2:22][O:21][CH2:20][CH2:19]3)=[CH:13][CH:12]=1.Cl.[C:34]([O:38][C:39](=[O:42])[CH2:40][NH2:41])([CH3:37])([CH3:36])[CH3:35], predict the reaction product. The product is: [F:10][C:11]1[CH:25]=[C:24]2[C:14]([C:15]([OH:32])=[C:16]([C:27]([NH:41][CH2:40][C:39]([O:38][C:34]([CH3:37])([CH3:36])[CH3:35])=[O:42])=[O:28])[C:17](=[O:26])[C:18]32[CH2:23][CH2:22][O:21][CH2:20][CH2:19]3)=[CH:13][CH:12]=1.